This data is from Catalyst prediction with 721,799 reactions and 888 catalyst types from USPTO. The task is: Predict which catalyst facilitates the given reaction. (1) Reactant: [CH2:1]=[C:2]([C:4]1[N:5]=[CH:6][C:7]([O:10][C@H:11]2[CH2:26][N:14]3[CH2:15][CH2:16][N:17](C(OC(C)(C)C)=O)[CH2:18][C@@H:13]3[CH2:12]2)=[N:8][CH:9]=1)[CH3:3]. Product: [CH2:1]=[C:2]([C:4]1[N:5]=[CH:6][C:7]([O:10][C@H:11]2[CH2:26][N:14]3[CH2:15][CH2:16][NH:17][CH2:18][C@@H:13]3[CH2:12]2)=[N:8][CH:9]=1)[CH3:3]. The catalyst class is: 89. (2) Reactant: [I:1][C:2]1[CH:3]=[CH:4][C:5]2[N:6]([CH:8]=[C:9]([C:11]3[CH:16]=[CH:15][C:14]([NH:17][NH2:18])=[CH:13][CH:12]=3)[N:10]=2)[CH:7]=1.[CH3:19][N:20]1[CH2:25][CH2:24][N:23]([C:26]2[CH:33]=[CH:32][C:29]([CH:30]=O)=[CH:28][CH:27]=2)[CH2:22][CH2:21]1. Product: [I:1][C:2]1[CH:3]=[CH:4][C:5]2[N:6]([CH:8]=[C:9]([C:11]3[CH:12]=[CH:13][C:14]([NH:17][N:18]=[CH:30][C:29]4[CH:28]=[CH:27][C:26]([N:23]5[CH2:22][CH2:21][N:20]([CH3:19])[CH2:25][CH2:24]5)=[CH:33][CH:32]=4)=[CH:15][CH:16]=3)[N:10]=2)[CH:7]=1. The catalyst class is: 8. (3) Product: [C:44]([C:41]1[CH:42]=[CH:43][C:38]([C:37]#[C:36][C:35](=[O:48])[C:34]#[C:33][C:30]2[CH:29]=[CH:28][C:27]([C:23]([CH3:26])([CH3:25])[CH3:24])=[CH:32][CH:31]=2)=[CH:39][CH:40]=1)([CH3:47])([CH3:46])[CH3:45]. Reactant: CC(OI1(OC(C)=O)(OC(C)=O)OC(=O)C2C=CC=CC1=2)=O.[C:23]([C:27]1[CH:32]=[CH:31][C:30]([C:33]#[C:34][CH:35]([OH:48])[C:36]#[C:37][C:38]2[CH:43]=[CH:42][C:41]([C:44]([CH3:47])([CH3:46])[CH3:45])=[CH:40][CH:39]=2)=[CH:29][CH:28]=1)([CH3:26])([CH3:25])[CH3:24].[OH-].[Na+]. The catalyst class is: 95.